Predict the reactants needed to synthesize the given product. From a dataset of Full USPTO retrosynthesis dataset with 1.9M reactions from patents (1976-2016). (1) Given the product [CH3:29][CH:27]([O:26][C:24]([C:23]1[C:18]([N:15]2[CH2:14][CH2:13][N:12]([CH2:11][C:8]3[CH:7]=[CH:6][C:5]([CH2:4][N:3]([CH2:40][CH2:39][CH2:38][C:32]4[C:33]([F:37])=[CH:34][CH:35]=[CH:36][C:31]=4[Cl:30])[CH2:1][CH3:2])=[CH:10][CH:9]=3)[CH2:17][CH2:16]2)=[N:19][CH:20]=[CH:21][CH:22]=1)=[O:25])[CH3:28], predict the reactants needed to synthesize it. The reactants are: [CH2:1]([NH:3][CH2:4][C:5]1[CH:10]=[CH:9][C:8]([CH2:11][N:12]2[CH2:17][CH2:16][N:15]([C:18]3[C:23]([C:24]([O:26][CH:27]([CH3:29])[CH3:28])=[O:25])=[CH:22][CH:21]=[CH:20][N:19]=3)[CH2:14][CH2:13]2)=[CH:7][CH:6]=1)[CH3:2].[Cl:30][C:31]1[CH:36]=[CH:35][CH:34]=[C:33]([F:37])[C:32]=1[CH2:38][CH2:39][CH:40]=O.C(O)(=O)C.C([BH3-])#N.[Na+]. (2) The reactants are: [CH3:1][OH:2].[Na].Cl[C:5]1[C:14]2[C:9](=[CH:10][CH:11]=[CH:12][CH:13]=2)[CH:8]=[C:7]([Cl:15])[N:6]=1. Given the product [Cl:15][C:7]1[N:6]=[C:5]([O:2][CH3:1])[C:14]2[C:9]([CH:8]=1)=[CH:10][CH:11]=[CH:12][CH:13]=2, predict the reactants needed to synthesize it.